Dataset: Forward reaction prediction with 1.9M reactions from USPTO patents (1976-2016). Task: Predict the product of the given reaction. (1) Given the reactants [CH2:1]([O:8][C:9]([NH:11][C@@H:12]([CH2:16][CH2:17][CH2:18][CH2:19][NH:20][C:21]([O:23][C:24]([CH3:27])([CH3:26])[CH3:25])=[O:22])[C:13]([OH:15])=O)=[O:10])[C:2]1[CH:7]=[CH:6][CH:5]=[CH:4][CH:3]=1.C1CCC(N=C=NC2CCCCC2)CC1.[F:43][C:44]1[CH:53]=[CH:52][C:47]([C:48](=[N:50]O)[NH2:49])=[CH:46][CH:45]=1, predict the reaction product. The product is: [CH2:1]([O:8][C:9]([NH:11][C@H:12]([C:13]1[O:15][N:50]=[C:48]([C:47]2[CH:52]=[CH:53][C:44]([F:43])=[CH:45][CH:46]=2)[N:49]=1)[CH2:16][CH2:17][CH2:18][CH2:19][NH:20][C:21](=[O:22])[O:23][C:24]([CH3:27])([CH3:26])[CH3:25])=[O:10])[C:2]1[CH:3]=[CH:4][CH:5]=[CH:6][CH:7]=1. (2) Given the reactants [CH3:1][O:2][C:3](=[O:25])[CH2:4][C:5]1[CH:14]=[C:13]([O:15][CH2:16][C:17]2[CH:22]=[CH:21][CH:20]=[CH:19][CH:18]=2)[C:12]2[C:7](=[CH:8][CH:9]=[C:10]([F:23])[CH:11]=2)[C:6]=1Br.[CH3:26]B(O)O.P([O-])([O-])([O-])=O.[K+].[K+].[K+].C1(P(C2CCCCC2)C2CCCCC2)CCCCC1, predict the reaction product. The product is: [CH3:1][O:2][C:3](=[O:25])[CH2:4][C:5]1[CH:14]=[C:13]([O:15][CH2:16][C:17]2[CH:22]=[CH:21][CH:20]=[CH:19][CH:18]=2)[C:12]2[C:7](=[CH:8][CH:9]=[C:10]([F:23])[CH:11]=2)[C:6]=1[CH3:26].